Dataset: Ames mutagenicity test results for genotoxicity prediction. Task: Regression/Classification. Given a drug SMILES string, predict its toxicity properties. Task type varies by dataset: regression for continuous values (e.g., LD50, hERG inhibition percentage) or binary classification for toxic/non-toxic outcomes (e.g., AMES mutagenicity, cardiotoxicity, hepatotoxicity). Dataset: ames. (1) The compound is O=[N+]([O-])c1ccc(O[C@H]2CO2)cc1. The result is 1 (mutagenic). (2) The drug is CS(=O)(=O)OCCCNCCCOS(C)(=O)=O. The result is 1 (mutagenic).